Dataset: Full USPTO retrosynthesis dataset with 1.9M reactions from patents (1976-2016). Task: Predict the reactants needed to synthesize the given product. (1) Given the product [C:1]([O:5][C:6]([N:8]1[CH2:12][C@@H:11]([CH2:13][C@H:14]([CH2:18][C:19]2[CH:24]=[CH:23][C:22]([O:25][CH3:26])=[C:21]([O:27][CH2:28][CH2:29][CH2:30][O:31][CH3:32])[CH:20]=2)[CH:15]([CH3:17])[CH3:16])[C@H:10]([NH:55][C:58]([O:64][CH2:63][CH2:62][Si:61]([CH3:66])([CH3:65])[CH3:60])=[O:43])[CH2:9]1)=[O:7])([CH3:2])([CH3:3])[CH3:4], predict the reactants needed to synthesize it. The reactants are: [C:1]([O:5][C:6]([N:8]1[CH2:12][C@@H:11]([CH2:13][C@H:14]([CH2:18][C:19]2[CH:24]=[CH:23][C:22]([O:25][CH3:26])=[C:21]([O:27][CH2:28][CH2:29][CH2:30][O:31][CH3:32])[CH:20]=2)[CH:15]([CH3:17])[CH3:16])[C@H:10](C(O)=O)[CH2:9]1)=[O:7])([CH3:4])([CH3:3])[CH3:2].C1(P(N=[N+]=[N-])(C2C=CC=CC=2)=[O:43])C=CC=CC=1.CC[N:55]([CH2:58]C)CC.[CH3:60][Si:61]([CH3:66])([CH3:65])[CH2:62][CH2:63][OH:64]. (2) Given the product [F:17][C:18]1[CH:19]=[C:20]([CH:25]([O:26][C:10](=[O:11])[O:9][C@@H:3]2[CH:4]3[CH2:5][CH2:6][N:1]([CH2:8][CH2:7]3)[CH2:2]2)[C:27]2[CH:32]=[CH:31][CH:30]=[C:29]([F:33])[CH:28]=2)[CH:21]=[C:22]([F:24])[CH:23]=1, predict the reactants needed to synthesize it. The reactants are: [N:1]12[CH2:8][CH2:7][CH:4]([CH2:5][CH2:6]1)[C@@H:3]([O:9][C:10](N1C=CN=C1)=[O:11])[CH2:2]2.[F:17][C:18]1[CH:19]=[C:20]([CH:25]([C:27]2[CH:32]=[CH:31][CH:30]=[C:29]([F:33])[CH:28]=2)[OH:26])[CH:21]=[C:22]([F:24])[CH:23]=1.